From a dataset of Reaction yield outcomes from USPTO patents with 853,638 reactions. Predict the reaction yield, written as a fraction of the theoretical maximum amount of product (1.0 means a 100% yield; for example, 0.34 means a 34% yield). (1) The reactants are [CH2:1]([O:8][C:9]1[CH:26]=[CH:25][C:12]([CH2:13][N:14]([CH3:24])[C:15](=[O:23])[CH2:16][CH2:17][CH2:18][CH2:19][CH2:20][CH2:21][CH3:22])=[CH:11][C:10]=1Br)[C:2]1[CH:7]=[CH:6][CH:5]=[CH:4][CH:3]=1.[CH:28]([C:30]1[CH:35]=[CH:34][C:33](B(O)O)=[CH:32][CH:31]=1)=[O:29]. No catalyst specified. The product is [CH2:1]([O:8][C:9]1[C:10]([C:33]2[CH:34]=[CH:35][C:30]([CH:28]=[O:29])=[CH:31][CH:32]=2)=[CH:11][C:12]([CH2:13][N:14]([CH3:24])[C:15](=[O:23])[CH2:16][CH2:17][CH2:18][CH2:19][CH2:20][CH2:21][CH3:22])=[CH:25][CH:26]=1)[C:2]1[CH:7]=[CH:6][CH:5]=[CH:4][CH:3]=1. The yield is 0.690. (2) The reactants are [C:1]([C:4]1[C:13]([OH:14])=[CH:12][C:11]2[C:6](=[CH:7][CH:8]=[CH:9][CH:10]=2)[N:5]=1)(=[O:3])[CH3:2].Cl[C:16]1[C:25]2[C:20](=[CH:21][C:22]([O:28][CH3:29])=[C:23]([O:26][CH3:27])[CH:24]=2)[N:19]=[CH:18][CH:17]=1.O. The catalyst is CN(C)C1C=CN=CC=1.ClC1C=CC=CC=1Cl. The product is [CH3:27][O:26][C:23]1[CH:24]=[C:25]2[C:20](=[CH:21][C:22]=1[O:28][CH3:29])[N:19]=[CH:18][CH:17]=[C:16]2[O:14][C:13]1[C:4]([C:1](=[O:3])[CH3:2])=[N:5][C:6]2[C:11]([CH:12]=1)=[CH:10][CH:9]=[CH:8][CH:7]=2. The yield is 0.130. (3) The product is [CH3:17][CH:15]1[O:16][CH:11]([CH3:10])[CH2:12][N:13]([C:2]2[N:9]=[CH:8][CH:7]=[CH:6][C:3]=2[C:4]#[N:5])[CH2:14]1. The reactants are F[C:2]1[N:9]=[CH:8][CH:7]=[CH:6][C:3]=1[C:4]#[N:5].[CH3:10][CH:11]1[O:16][CH:15]([CH3:17])[CH2:14][NH:13][CH2:12]1. The catalyst is O1CCCC1. The yield is 0.400. (4) The reactants are [OH:1][C:2]1[CH:7]=[CH:6][C:5]([C:8]2[CH:9]=[C:10]([C:15]3[CH:16]=[C:17]([CH:21]=[CH:22][CH:23]=3)[C:18]([OH:20])=O)[NH:11][C:12](=[O:14])[N:13]=2)=[CH:4][C:3]=1[CH3:24].[NH2:25][CH2:26][CH2:27][NH:28]C(=O)OC(C)(C)C.ON1C2C=CC=CC=2N=N1.CCN=C=NCCC[N+](C)(C)C.[I-]. The catalyst is ClC(Cl)C.CN(C)C=O. The product is [NH2:25][CH2:26][CH2:27][NH:28][C:18](=[O:20])[C:17]1[CH:21]=[CH:22][CH:23]=[C:15]([C:10]2[NH:11][C:12](=[O:14])[N:13]=[C:8]([C:5]3[CH:6]=[CH:7][C:2]([OH:1])=[C:3]([CH3:24])[CH:4]=3)[CH:9]=2)[CH:16]=1. The yield is 0.230. (5) The reactants are [OH:1][CH2:2][CH2:3][NH:4][C:5](=[O:11])[O:6][C:7]([CH3:10])([CH3:9])[CH3:8].CCN(CC)CC.[C:19]1([CH3:29])[CH:24]=[CH:23][C:22]([S:25](Cl)(=[O:27])=[O:26])=[CH:21][CH:20]=1. The catalyst is C(Cl)Cl. The product is [CH3:29][C:19]1[CH:24]=[CH:23][C:22]([S:25]([O:1][CH2:2][CH2:3][NH:4][C:5]([O:6][C:7]([CH3:8])([CH3:10])[CH3:9])=[O:11])(=[O:27])=[O:26])=[CH:21][CH:20]=1. The yield is 0.790. (6) The catalyst is CN(C=O)C.C(Cl)Cl.[I-].[Na+]. The reactants are [Cl:1][C:2]1[CH:7]=[CH:6][C:5]([S:8]([NH:11][CH2:12][C:13]2[CH:18]=[CH:17][CH:16]=[CH:15][N:14]=2)(=[O:10])=[O:9])=[CH:4][CH:3]=1.Br[CH2:20][C:21]1[CH:33]=[CH:32][C:24]([C:25]([NH:27][CH2:28][CH:29]2[CH2:31][CH2:30]2)=[O:26])=[CH:23][CH:22]=1.C(=O)([O-])[O-].[K+].[K+]. The product is [Cl:1][C:2]1[CH:3]=[CH:4][C:5]([S:8]([N:11]([CH2:20][C:21]2[CH:33]=[CH:32][C:24]([C:25]([NH:27][CH2:28][CH:29]3[CH2:30][CH2:31]3)=[O:26])=[CH:23][CH:22]=2)[CH2:12][C:13]2[CH:18]=[CH:17][CH:16]=[CH:15][N:14]=2)(=[O:10])=[O:9])=[CH:6][CH:7]=1. The yield is 0.430. (7) The reactants are [C:1]([C:4]1[CH:5]=[C:6](B(O)O)[CH:7]=[CH:8][CH:9]=1)([OH:3])=[O:2].Br[C:14]1[CH:15]=[C:16]2[CH:22]=[C:21]([C:23]3[CH:28]=[CH:27][C:26]([F:29])=[CH:25][CH:24]=3)[O:20][C:17]2=[N:18][CH:19]=1.C([O-])([O-])=O.[Cs+].[Cs+]. The catalyst is O1CCOCC1.O.C1C=CC([P]([Pd]([P](C2C=CC=CC=2)(C2C=CC=CC=2)C2C=CC=CC=2)([P](C2C=CC=CC=2)(C2C=CC=CC=2)C2C=CC=CC=2)[P](C2C=CC=CC=2)(C2C=CC=CC=2)C2C=CC=CC=2)(C2C=CC=CC=2)C2C=CC=CC=2)=CC=1. The product is [F:29][C:26]1[CH:25]=[CH:24][C:23]([C:21]2[O:20][C:17]3=[N:18][CH:19]=[C:14]([C:6]4[CH:5]=[C:4]([CH:9]=[CH:8][CH:7]=4)[C:1]([OH:3])=[O:2])[CH:15]=[C:16]3[CH:22]=2)=[CH:28][CH:27]=1. The yield is 0.300. (8) The reactants are [N:1]1([CH2:6][C:7]([O:9]CC)=[O:8])[CH2:5][CH2:4][CH2:3][CH2:2]1. The catalyst is Cl. The product is [N:1]1([CH2:6][C:7]([OH:9])=[O:8])[CH2:5][CH2:4][CH2:3][CH2:2]1. The yield is 0.910. (9) The reactants are CC([O-])(C)C.[K+].[CH3:7][CH2:8][SH:9].[C:10]([O:14][C:15]([N:17]1[CH2:21][CH2:20][CH2:19][C@H:18]1[CH:22]=[C:23]([C:25]([O:27][CH2:28][C:29]1[CH:34]=[CH:33][CH:32]=[CH:31][CH:30]=1)=[O:26])[CH3:24])=[O:16])([CH3:13])([CH3:12])[CH3:11]. The catalyst is C1COCC1. The product is [C:10]([O:14][C:15]([N:17]1[CH2:21][CH2:20][CH2:19][C@H:18]1[C@H:22]([S:9][CH2:8][CH3:7])[C@H:23]([C:25]([O:27][CH2:28][C:29]1[CH:30]=[CH:31][CH:32]=[CH:33][CH:34]=1)=[O:26])[CH3:24])=[O:16])([CH3:11])([CH3:12])[CH3:13]. The yield is 0.830.